Dataset: Peptide-MHC class I binding affinity with 185,985 pairs from IEDB/IMGT. Task: Regression. Given a peptide amino acid sequence and an MHC pseudo amino acid sequence, predict their binding affinity value. This is MHC class I binding data. (1) The peptide sequence is AYIAFPTSCHMFI. The MHC is HLA-B35:03 with pseudo-sequence HLA-B35:03. The binding affinity (normalized) is 0. (2) The peptide sequence is QMISPVMSV. The MHC is HLA-A02:03 with pseudo-sequence HLA-A02:03. The binding affinity (normalized) is 1.00. (3) The peptide sequence is GAGMVKLTM. The MHC is H-2-Db with pseudo-sequence H-2-Db. The binding affinity (normalized) is 0. (4) The peptide sequence is SEFNTYKRSG. The MHC is HLA-B40:01 with pseudo-sequence HLA-B40:01. The binding affinity (normalized) is 0.161. (5) The peptide sequence is NVLAWLYAA. The MHC is HLA-A02:01 with pseudo-sequence HLA-A02:01. The binding affinity (normalized) is 0.795. (6) The peptide sequence is AYIDNYNKF. The MHC is Patr-B0101 with pseudo-sequence Patr-B0101. The binding affinity (normalized) is 0. (7) The peptide sequence is MPKDGLKVL. The MHC is HLA-B35:01 with pseudo-sequence HLA-B35:01. The binding affinity (normalized) is 0.441. (8) The peptide sequence is KISLNEILT. The MHC is HLA-A02:06 with pseudo-sequence HLA-A02:06. The binding affinity (normalized) is 0.178. (9) The MHC is HLA-B08:02 with pseudo-sequence HLA-B08:02. The peptide sequence is KRLLLKLDF. The binding affinity (normalized) is 0.0847.